From a dataset of Forward reaction prediction with 1.9M reactions from USPTO patents (1976-2016). Predict the product of the given reaction. (1) Given the reactants [N:1]1([C:7]2[C:8]3[N:9]([CH:15]=[C:16]([C:18]4[CH:23]=[CH:22][N:21]=[CH:20][CH:19]=4)[N:17]=3)[N:10]=[C:11]([NH:13][NH2:14])[CH:12]=2)[CH2:6][CH2:5][O:4][CH2:3][CH2:2]1.[F:24][CH2:25][C:26]1[CH:33]=[CH:32][C:29]([CH:30]=O)=[CH:28][CH:27]=1, predict the reaction product. The product is: [F:24][CH2:25][C:26]1[CH:33]=[CH:32][C:29]([CH:30]=[N:14][NH:13][C:11]2[CH:12]=[C:7]([N:1]3[CH2:2][CH2:3][O:4][CH2:5][CH2:6]3)[C:8]3[N:9]([CH:15]=[C:16]([C:18]4[CH:23]=[CH:22][N:21]=[CH:20][CH:19]=4)[N:17]=3)[N:10]=2)=[CH:28][CH:27]=1. (2) Given the reactants [N:1]1[CH:6]=[CH:5][CH:4]=[N:3][C:2]=1[N:7]1[C:15]2[C:10](=[CH:11][CH:12]=[CH:13][CH:14]=2)[CH2:9][CH:8]1[C:16]([OH:18])=O.[NH:19]1[CH2:23][CH2:22][CH2:21][CH2:20]1.ON1C2C=CC=CC=2N=N1.C(N=C=NCCCN(C)C)C, predict the reaction product. The product is: [N:3]1[CH:4]=[CH:5][CH:6]=[N:1][C:2]=1[N:7]1[C:15]2[C:10](=[CH:11][CH:12]=[CH:13][CH:14]=2)[CH2:9][CH:8]1[C:16]([N:19]1[CH2:23][CH2:22][CH2:21][CH2:20]1)=[O:18]. (3) Given the reactants [NH:1]([CH2:8][C:9]([NH:11][C:12]1[CH:17]=[CH:16][C:15]([C:18]2[CH:23]=[CH:22][N:21]=[CH:20][CH:19]=2)=[CH:14][CH:13]=1)=[O:10])[C:2]1[CH:7]=[CH:6][CH:5]=[CH:4][CH:3]=1.[C:24]([O:28][C:29]([NH:31][CH2:32][C:33](O)=[O:34])=[O:30])([CH3:27])([CH3:26])[CH3:25].C(N(C(C)C)CC)(C)C.F[P-](F)(F)(F)(F)F.CN(C(=[N+](C)C)ON1C2=NC=CC=C2N=N1)C, predict the reaction product. The product is: [C:24]([O:28][C:29](=[O:30])[NH:31][CH2:32][C:33](=[O:34])[N:1]([CH2:8][C:9](=[O:10])[NH:11][C:12]1[CH:17]=[CH:16][C:15]([C:18]2[CH:19]=[CH:20][N:21]=[CH:22][CH:23]=2)=[CH:14][CH:13]=1)[C:2]1[CH:7]=[CH:6][CH:5]=[CH:4][CH:3]=1)([CH3:27])([CH3:25])[CH3:26]. (4) Given the reactants [Br:1][C:2]1[CH:3]=[N:4][C:5]2[N:6]([N:8]=[C:9]([C:11]([OH:13])=O)[CH:10]=2)[CH:7]=1.[CH3:14][CH:15]1[C:24]2[C:19](=[CH:20][CH:21]=[C:22]([C:25]3[CH:26]=[N:27][CH:28]=[CH:29][CH:30]=3)[CH:23]=2)[CH2:18][CH2:17][NH:16]1, predict the reaction product. The product is: [Br:1][C:2]1[CH:3]=[N:4][C:5]2[N:6]([N:8]=[C:9]([C:11]([N:16]3[CH2:17][CH2:18][C:19]4[C:24](=[CH:23][C:22]([C:25]5[CH:26]=[N:27][CH:28]=[CH:29][CH:30]=5)=[CH:21][CH:20]=4)[CH:15]3[CH3:14])=[O:13])[CH:10]=2)[CH:7]=1. (5) Given the reactants [ClH:1].[CH3:2][N:3]([CH3:27])[C:4]1([C:21]2[CH:26]=[CH:25][CH:24]=[CH:23][CH:22]=2)[CH2:9][CH2:8][N:7]([CH2:10][CH2:11][N:12](C)[C:13](=O)OC(C)(C)C)[CH2:6][CH2:5]1.CO.C(Cl)(Cl)[Cl:31], predict the reaction product. The product is: [ClH:31].[ClH:1].[ClH:31].[CH3:27][N:3]([CH3:2])[C:4]1([C:21]2[CH:22]=[CH:23][CH:24]=[CH:25][CH:26]=2)[CH2:9][CH2:8][N:7]([CH2:10][CH2:11][NH:12][CH3:13])[CH2:6][CH2:5]1.